Dataset: Catalyst prediction with 721,799 reactions and 888 catalyst types from USPTO. Task: Predict which catalyst facilitates the given reaction. (1) Reactant: C(OC(=O)[NH:5][C:6]1[CH:10]=[C:9]([C:11]2[CH:16]=[CH:15][CH:14]=[CH:13][CH:12]=2)[N:8]([C:17]2[CH:22]=[CH:21][C:20]([S:23](=[O:26])(=[O:25])[NH2:24])=[CH:19][CH:18]=2)[N:7]=1)C.[OH-].[Na+].O. Product: [NH2:5][C:6]1[CH:10]=[C:9]([C:11]2[CH:12]=[CH:13][CH:14]=[CH:15][CH:16]=2)[N:8]([C:17]2[CH:22]=[CH:21][C:20]([S:23]([NH2:24])(=[O:25])=[O:26])=[CH:19][CH:18]=2)[N:7]=1. The catalyst class is: 14. (2) Reactant: CC1C=CC(S(O[CH2:12][C@@H:13]2[O:27][C:17]3=[C:18]4[C:23](=[CH:24][CH:25]=[C:16]3[O:15][CH2:14]2)[N:22]=[C:21]([CH3:26])[CH:20]=[CH:19]4)(=O)=O)=CC=1.[CH2:28]([C:30]1[CH:31]=[CH:32][CH:33]=[C:34]2[C:38]=1[NH:37][CH:36]=[C:35]2[C:39]1[CH2:40][CH2:41]NCC=1)[CH3:29]. Product: [CH2:28]([C:30]1[CH:31]=[CH:32][CH:33]=[C:34]2[C:38]=1[NH:37][CH:36]=[C:35]2[CH2:39][CH:40]1[CH2:41][CH2:23][N:22]([CH2:12][CH:13]2[O:27][C:17]3=[C:18]4[C:23](=[CH:24][CH:25]=[C:16]3[O:15][CH2:14]2)[N:22]=[C:21]([CH3:26])[CH:20]=[CH:19]4)[CH2:21][CH2:20]1)[CH3:29]. The catalyst class is: 16. (3) Reactant: C(OC([NH:8][C:9]1[N:14]=[CH:13][C:12]([C:15]2[CH:16]=[N:17][CH:18]=[C:19]([C:21]([O:23][CH3:24])=[O:22])[CH:20]=2)=[C:11]([C:25]2[S:26][CH:27]=[C:28]([C:30]([F:33])([F:32])[F:31])[N:29]=2)[CH:10]=1)=O)(C)(C)C.Cl.C(=O)(O)[O-].[Na+]. Product: [NH2:8][C:9]1[N:14]=[CH:13][C:12]([C:15]2[CH:16]=[N:17][CH:18]=[C:19]([C:21]([O:23][CH3:24])=[O:22])[CH:20]=2)=[C:11]([C:25]2[S:26][CH:27]=[C:28]([C:30]([F:33])([F:32])[F:31])[N:29]=2)[CH:10]=1. The catalyst class is: 12.